Regression/Classification. Given a drug SMILES string, predict its absorption, distribution, metabolism, or excretion properties. Task type varies by dataset: regression for continuous measurements (e.g., permeability, clearance, half-life) or binary classification for categorical outcomes (e.g., BBB penetration, CYP inhibition). Dataset: cyp2c9_veith. From a dataset of CYP2C9 inhibition data for predicting drug metabolism from PubChem BioAssay. (1) The drug is Clc1ccc(/C=C\c2nc(Cl)c(-c3ccc(Cl)cc3)c(Cl)n2)cc1. The result is 0 (non-inhibitor). (2) The result is 1 (inhibitor). The drug is COc1cc2c(cc1OC)C1Cc3c(cnc4c(-c5ccc(F)cc5)cnn34)C(=O)N1CC2.